The task is: Predict which catalyst facilitates the given reaction.. This data is from Catalyst prediction with 721,799 reactions and 888 catalyst types from USPTO. (1) Reactant: [CH3:1][N:2](C(ON1N=NC2C=CC=NC1=2)=[N+](C)C)C.F[P-](F)(F)(F)(F)F.CCN(C(C)C)C(C)C.CN.[CH2:36]([NH:38][C:39]([NH:41][C:42]1[N:47]=[CH:46][C:45]([C:48]2[CH:49]=[N:50][CH:51]=[C:52]([C:54]([OH:56])=O)[CH:53]=2)=[C:44]([C:57]2[S:58][CH:59]=[C:60]([C:62]3[CH:67]=[CH:66][CH:65]=[CH:64][CH:63]=3)[N:61]=2)[CH:43]=1)=[O:40])[CH3:37]. Product: [CH2:36]([NH:38][C:39]([NH:41][C:42]1[N:47]=[CH:46][C:45]([C:48]2[CH:49]=[N:50][CH:51]=[C:52]([C:54]([NH:2][CH3:1])=[O:56])[CH:53]=2)=[C:44]([C:57]2[S:58][CH:59]=[C:60]([C:62]3[CH:67]=[CH:66][CH:65]=[CH:64][CH:63]=3)[N:61]=2)[CH:43]=1)=[O:40])[CH3:37]. The catalyst class is: 3. (2) Reactant: [CH2:1]([N:8]1[CH:13]2[CH:9]1[CH2:10][CH2:11][C:12]2([F:15])[F:14])[C:2]1[CH:7]=[CH:6][CH:5]=[CH:4][CH:3]=1.[C:16]([OH:19])(=[O:18])[CH3:17]. Product: [C:16]([O:19][C@@H:9]1[CH2:10][CH2:11][C:12]([F:15])([F:14])[C@H:13]1[NH:8][CH2:1][C:2]1[CH:7]=[CH:6][CH:5]=[CH:4][CH:3]=1)(=[O:18])[CH3:17]. The catalyst class is: 23.